This data is from Forward reaction prediction with 1.9M reactions from USPTO patents (1976-2016). The task is: Predict the product of the given reaction. (1) Given the reactants Br[C:2]1[CH:3]=[C:4]2[C:9](=[CH:10][CH:11]=1)[N:8]=[C:7]([CH3:12])[C:6]([C:13](=[O:18])[C:14]([F:17])([F:16])[F:15])=[C:5]2[C:19]1[CH:24]=[CH:23][C:22]([F:25])=[CH:21][CH:20]=1.[OH:26][C:27]1([C:33]2[CH:38]=[CH:37][CH:36]=[CH:35][CH:34]=2)[CH2:32][CH2:31][NH:30][CH2:29][CH2:28]1, predict the reaction product. The product is: [F:15][C:14]([F:17])([F:16])[C:13]([C:6]1[C:7]([CH3:12])=[N:8][C:9]2[C:4]([C:5]=1[C:19]1[CH:20]=[CH:21][C:22]([F:25])=[CH:23][CH:24]=1)=[CH:3][C:2]([N:30]1[CH2:31][CH2:32][C:27]([OH:26])([C:33]3[CH:34]=[CH:35][CH:36]=[CH:37][CH:38]=3)[CH2:28][CH2:29]1)=[CH:11][CH:10]=2)=[O:18]. (2) Given the reactants C1(P(C2C=CC=CC=2)C2C=CC=CC=2)C=CC=CC=1.[CH3:20][O:21][C:22]([C:24]1[CH:33]=[CH:32][C:31]2[C:26](=[CH:27][CH:28]=[C:29]([OH:34])[CH:30]=2)[CH:25]=1)=[O:23].[CH3:35][C:36]1[O:40][C:39]([C:41]2[CH:46]=[CH:45][CH:44]=[CH:43][CH:42]=2)=[N:38][C:37]=1[CH2:47][CH2:48]O.CCOC(/N=N/C(OCC)=O)=O, predict the reaction product. The product is: [CH3:20][O:21][C:22]([C:24]1[CH:33]=[CH:32][C:31]2[C:26](=[CH:27][CH:28]=[C:29]([O:34][CH2:48][CH2:47][C:37]3[N:38]=[C:39]([C:41]4[CH:46]=[CH:45][CH:44]=[CH:43][CH:42]=4)[O:40][C:36]=3[CH3:35])[CH:30]=2)[CH:25]=1)=[O:23].